From a dataset of Forward reaction prediction with 1.9M reactions from USPTO patents (1976-2016). Predict the product of the given reaction. (1) Given the reactants [CH2:1]([C@:4]1([CH2:37][CH2:38][O:39]CC2C=CC(OC)=CC=2)[CH2:9][C@H:8]([C:10]2[CH:15]=[CH:14][CH:13]=[C:12]([Cl:16])[CH:11]=2)[C@@H:7]([C:17]2[CH:22]=[CH:21][C:20]([Cl:23])=[CH:19][CH:18]=2)[N:6]([C@@H:24]([CH2:34][CH3:35])[CH2:25][N:26]([CH3:33])[S:27]([CH:30]2[CH2:32][CH2:31]2)(=[O:29])=[O:28])[C:5]1=[O:36])[CH:2]=[CH2:3].C(C1C=CC=C(C(C)(C)C)N=1)(C)(C)C.C(C1C(=O)C(Cl)=C(Cl)C(=O)C=1C#N)#N, predict the reaction product. The product is: [CH2:1]([C@:4]1([CH2:37][CH2:38][OH:39])[CH2:9][C@H:8]([C:10]2[CH:15]=[CH:14][CH:13]=[C:12]([Cl:16])[CH:11]=2)[C@@H:7]([C:17]2[CH:22]=[CH:21][C:20]([Cl:23])=[CH:19][CH:18]=2)[N:6]([C@@H:24]([CH2:34][CH3:35])[CH2:25][N:26]([CH3:33])[S:27]([CH:30]2[CH2:32][CH2:31]2)(=[O:28])=[O:29])[C:5]1=[O:36])[CH:2]=[CH2:3]. (2) Given the reactants [Br:1][C:2]1[CH:7]=[CH:6][C:5]([C:8]2(O)[CH2:13][CH2:12][NH:11][CH2:10][CH2:9]2)=[CH:4][CH:3]=1.[C:15]([OH:21])([C:17]([F:20])([F:19])[F:18])=[O:16], predict the reaction product. The product is: [F:18][C:17]([F:20])([F:19])[C:15]([O-:21])=[O:16].[Br:1][C:2]1[CH:7]=[CH:6][C:5]([C:8]2[CH2:13][CH2:12][NH2+:11][CH2:10][CH:9]=2)=[CH:4][CH:3]=1. (3) The product is: [CH3:42][O:43][C:44]1[CH:51]=[CH:50][C:47]([CH2:48][NH:49][C:17]([C:13]2[CH:12]=[C:11]3[C:16]([C:8]([N:5]4[CH2:4][CH2:3][N:2]([CH3:1])[CH2:7][CH2:6]4)=[N:9][NH:10]3)=[CH:15][CH:14]=2)=[O:19])=[CH:46][CH:45]=1. Given the reactants [CH3:1][N:2]1[CH2:7][CH2:6][N:5]([C:8]2[C:16]3[C:11](=[CH:12][C:13]([C:17]([O-:19])=O)=[CH:14][CH:15]=3)[NH:10][N:9]=2)[CH2:4][CH2:3]1.[Li+].C(Cl)CCl.C1C=CC2N(O)N=NC=2C=1.CCN(CC)CC.[CH3:42][O:43][C:44]1[CH:51]=[CH:50][C:47]([CH2:48][NH2:49])=[CH:46][CH:45]=1, predict the reaction product. (4) Given the reactants C[O:2][C:3](=[O:28])/[CH:4]=[CH:5]/[C:6]1[CH:7]=[CH:8][C:9]2[O:25][C:12]3([CH2:17][CH2:16][N:15]([C:18]([O:20][C:21]([CH3:24])([CH3:23])[CH3:22])=[O:19])[CH2:14][CH2:13]3)[C:11](=[O:26])[C:10]=2[CH:27]=1.[OH-].[Na+], predict the reaction product. The product is: [C:21]([O:20][C:18]([N:15]1[CH2:16][CH2:17][C:12]2([C:11](=[O:26])[C:10]3[CH:27]=[C:6](/[CH:5]=[CH:4]/[C:3]([OH:28])=[O:2])[CH:7]=[CH:8][C:9]=3[O:25]2)[CH2:13][CH2:14]1)=[O:19])([CH3:24])([CH3:22])[CH3:23]. (5) The product is: [C:1]([O:5][C@@H:6]([C:12]1[C:13]([CH3:43])=[N:14][C:15]2[N:16]([N:26]=[C:27]([C:29]3[O:41][C:32]([CH2:33][C:34]4[CH:35]=[CH:36][C:37]([F:40])=[CH:38][CH:39]=4)=[CH:31][N:30]=3)[CH:28]=2)[C:17]=1[C:18]1[CH2:23][CH2:22][C:21]([CH3:25])([CH3:24])[CH2:20][CH:19]=1)[C:7]([O:9][CH2:10][CH3:11])=[O:8])([CH3:4])([CH3:2])[CH3:3]. Given the reactants [C:1]([O:5][C@@H:6]([C:12]1[C:13]([CH3:43])=[N:14][C:15]2[N:16]([N:26]=[C:27]([C:29](=O)[NH:30][CH2:31][C:32](=[O:41])[CH2:33][C:34]3[CH:39]=[CH:38][C:37]([F:40])=[CH:36][CH:35]=3)[CH:28]=2)[C:17]=1[C:18]1[CH2:23][CH2:22][C:21]([CH3:25])([CH3:24])[CH2:20][CH:19]=1)[C:7]([O:9][CH2:10][CH3:11])=[O:8])([CH3:4])([CH3:3])[CH3:2].C1C=CC(P(C2C=CC=CC=2)C2C=CC=CC=2)=CC=1.C(Cl)(Cl)(Cl)Cl, predict the reaction product. (6) Given the reactants [OH:1][CH2:2][CH2:3][C:4]1[CH:18]=[CH:17][C:7]([O:8][CH2:9][C:10]([O:12][C:13]([CH3:16])([CH3:15])[CH3:14])=[O:11])=[CH:6][CH:5]=1.[Cr](Cl)([O-])(=O)=O.[NH+]1C=CC=CC=1.CCOCC, predict the reaction product. The product is: [CH:2]([CH2:3][C:4]1[CH:18]=[CH:17][C:7]([O:8][CH2:9][C:10]([O:12][C:13]([CH3:14])([CH3:15])[CH3:16])=[O:11])=[CH:6][CH:5]=1)=[O:1].